Dataset: Full USPTO retrosynthesis dataset with 1.9M reactions from patents (1976-2016). Task: Predict the reactants needed to synthesize the given product. (1) Given the product [CH2:1]([C:4]1[C:12]2[NH:11][C:10]([CH2:13][O:14][C:15]3[CH:16]=[CH:17][C:18]([Cl:21])=[CH:19][CH:20]=3)=[N:9][C:8]=2[CH:7]=[CH:6][CH:5]=1)[CH:2]=[CH2:3], predict the reactants needed to synthesize it. The reactants are: [CH2:1]([C:4]1[C:12]2[N:11]=[C:10]([CH2:13][O:14][C:15]3[CH:20]=[CH:19][C:18]([Cl:21])=[CH:17][CH:16]=3)[N:9](S(C(F)(F)F)(=O)=O)[C:8]=2[CH:7]=[CH:6][CH:5]=1)[CH:2]=[CH2:3].C(=O)([O-])[O-].[K+].[K+]. (2) Given the product [CH3:65][N:45]([CH3:44])[CH:46]1[CH2:51][CH2:50][N:49]([C:52](=[O:64])[CH2:53][CH2:54][C:55]2[N:56]([CH2:60][C:61]([O:43][C:39]3[CH:38]=[C:37]4[C:42](=[CH:41][CH:40]=3)[CH2:34][CH2:35][CH2:36]4)=[O:62])[CH:57]=[CH:58][N:59]=2)[CH2:48][CH2:47]1, predict the reactants needed to synthesize it. The reactants are: C(N(C(C)C)CC)(C)C.CN(C(ON1N=NC2C=CC=CC1=2)=[N+](C)C)C.F[P-](F)(F)(F)(F)F.[CH2:34]1[C:42]2[C:37](=[CH:38][C:39]([OH:43])=[CH:40][CH:41]=2)[CH2:36][CH2:35]1.[CH3:44][N:45]([CH3:65])[CH:46]1[CH2:51][CH2:50][N:49]([C:52](=[O:64])[CH2:53][CH2:54][C:55]2[N:56]([CH2:60][C:61](O)=[O:62])[CH:57]=[CH:58][N:59]=2)[CH2:48][CH2:47]1.Cl.